Dataset: NCI-60 drug combinations with 297,098 pairs across 59 cell lines. Task: Regression. Given two drug SMILES strings and cell line genomic features, predict the synergy score measuring deviation from expected non-interaction effect. (1) Drug 1: C1=CC=C(C=C1)NC(=O)CCCCCCC(=O)NO. Drug 2: CC(C)NC(=O)C1=CC=C(C=C1)CNNC.Cl. Cell line: PC-3. Synergy scores: CSS=16.3, Synergy_ZIP=-6.93, Synergy_Bliss=-7.17, Synergy_Loewe=-50.0, Synergy_HSA=-7.72. (2) Drug 1: CC1=C(C(=CC=C1)Cl)NC(=O)C2=CN=C(S2)NC3=CC(=NC(=N3)C)N4CCN(CC4)CCO. Drug 2: CC12CCC3C(C1CCC2O)C(CC4=C3C=CC(=C4)O)CCCCCCCCCS(=O)CCCC(C(F)(F)F)(F)F. Cell line: A549. Synergy scores: CSS=18.1, Synergy_ZIP=-2.09, Synergy_Bliss=6.80, Synergy_Loewe=-26.5, Synergy_HSA=7.79.